Dataset: Reaction yield outcomes from USPTO patents with 853,638 reactions. Task: Predict the reaction yield, written as a fraction of the theoretical maximum amount of product (1.0 means a 100% yield; for example, 0.34 means a 34% yield). The reactants are [CH3:1][CH2:2][O:3][C:4](/[C:6](/Cl)=[N:7]\[OH:8])=[O:5].[C:10]([O:14][C:15]([NH:17][CH2:18][C:19]#[CH:20])=[O:16])([CH3:13])([CH3:12])[CH3:11].C(N(CC)CC)C. The catalyst is C1COCC1. The product is [CH2:2]([O:3][C:4]([C:6]1[CH:20]=[C:19]([CH2:18][NH:17][C:15]([O:14][C:10]([CH3:13])([CH3:12])[CH3:11])=[O:16])[O:8][N:7]=1)=[O:5])[CH3:1]. The yield is 0.600.